Dataset: Reaction yield outcomes from USPTO patents with 853,638 reactions. Task: Predict the reaction yield, written as a fraction of the theoretical maximum amount of product (1.0 means a 100% yield; for example, 0.34 means a 34% yield). (1) The reactants are Cl[C:2]1[N:7]=[C:6]2[NH:8][N:9]=[C:10]([C:11]3[CH:16]=[CH:15][CH:14]=[CH:13][CH:12]=3)[C:5]2=[CH:4][N:3]=1.FC(F)(F)C(O)=O.[CH3:24][S:25]([N:28]1[CH2:33][CH2:32][CH:31]([NH2:34])[CH2:30][CH2:29]1)(=[O:27])=[O:26]. No catalyst specified. The product is [CH3:24][S:25]([N:28]1[CH2:29][CH2:30][CH:31]([NH:34][C:2]2[N:7]=[C:6]3[NH:8][N:9]=[C:10]([C:11]4[CH:16]=[CH:15][CH:14]=[CH:13][CH:12]=4)[C:5]3=[CH:4][N:3]=2)[CH2:32][CH2:33]1)(=[O:27])=[O:26]. The yield is 0.210. (2) The reactants are [CH2:1]([N:8]1[C:16]2[C:11](=[CH:12][C:13]([OH:17])=[CH:14][CH:15]=2)[C:10]([CH:18]2[CH2:23][CH2:22][N:21]([CH3:24])[CH2:20][CH2:19]2)=[CH:9]1)[C:2]1[CH:7]=[CH:6][CH:5]=[CH:4][CH:3]=1.[F:25][C:26]1[CH:31]=[CH:30][CH:29]=[C:28]([F:32])[C:27]=1[S:33]([Cl:36])(=[O:35])=[O:34].N1C(C)=CC=CC=1C. The product is [ClH:36].[CH2:1]([N:8]1[C:16]2[C:11](=[CH:12][C:13]([O:17][S:33]([C:27]3[C:28]([F:32])=[CH:29][CH:30]=[CH:31][C:26]=3[F:25])(=[O:35])=[O:34])=[CH:14][CH:15]=2)[C:10]([CH:18]2[CH2:23][CH2:22][N:21]([CH3:24])[CH2:20][CH2:19]2)=[CH:9]1)[C:2]1[CH:3]=[CH:4][CH:5]=[CH:6][CH:7]=1. The catalyst is O1CCCC1. The yield is 0.770. (3) The catalyst is C1C=CC(/C=C/C(/C=C/C2C=CC=CC=2)=O)=CC=1.C1C=CC(/C=C/C(/C=C/C2C=CC=CC=2)=O)=CC=1.C1C=CC(/C=C/C(/C=C/C2C=CC=CC=2)=O)=CC=1.[Pd].[Pd].C(O)(C)(C)C. The reactants are Cl[C:2]1[N:7]=[CH:6][C:5]2[CH:8]=[CH:9][N:10]([S:11]([C:14]3[CH:15]=[CH:16][CH:17]=[C:18]4[C:23]=3[N:22]=[CH:21][CH:20]=[CH:19]4)(=[O:13])=[O:12])[C:4]=2[CH:3]=1.[NH2:24][C:25]1[CH:30]=[CH:29][C:28]([N:31]2[CH2:36][CH2:35][N:34]([C:37]([O:39][C:40]([CH3:43])([CH3:42])[CH3:41])=[O:38])[CH2:33][CH2:32]2)=[CH:27][C:26]=1[O:44][CH3:45].C([O-])([O-])=O.[K+].[K+].CC(C1C=C(C(C)C)C(C2C=CC=CC=2P(C2CCCCC2)C2CCCCC2)=C(C(C)C)C=1)C. The product is [CH3:45][O:44][C:26]1[CH:27]=[C:28]([N:31]2[CH2:32][CH2:33][N:34]([C:37]([O:39][C:40]([CH3:43])([CH3:42])[CH3:41])=[O:38])[CH2:35][CH2:36]2)[CH:29]=[CH:30][C:25]=1[NH:24][C:2]1[N:7]=[CH:6][C:5]2[CH:8]=[CH:9][N:10]([S:11]([C:14]3[CH:15]=[CH:16][CH:17]=[C:18]4[C:23]=3[N:22]=[CH:21][CH:20]=[CH:19]4)(=[O:13])=[O:12])[C:4]=2[CH:3]=1. The yield is 0.448. (4) The reactants are [OH:1][C:2]1[C:9]([CH3:10])=[CH:8][C:5]([CH:6]=[O:7])=[CH:4][C:3]=1[CH3:11].[H-].[Na+].Br[CH2:15][CH2:16][O:17][CH2:18][C:19]1[CH:24]=[CH:23][CH:22]=[CH:21][CH:20]=1.O. The catalyst is CN(C=O)C. The yield is 0.810. The product is [CH2:18]([O:17][CH2:16][CH2:15][O:1][C:2]1[C:3]([CH3:11])=[CH:4][C:5]([CH:6]=[O:7])=[CH:8][C:9]=1[CH3:10])[C:19]1[CH:24]=[CH:23][CH:22]=[CH:21][CH:20]=1.